Dataset: Forward reaction prediction with 1.9M reactions from USPTO patents (1976-2016). Task: Predict the product of the given reaction. (1) Given the reactants C(N(CC)CC)C.NO.[C:10](/[C:13](=[C:18](\[NH2:26])/[CH2:19][C:20]1[CH:25]=[CH:24][CH:23]=[CH:22][CH:21]=1)/[C:14]([O:16][CH3:17])=[O:15])(=[O:12])[CH3:11], predict the reaction product. The product is: [CH2:19]([C:18]1[C:13]([C:14]([O:16][CH3:17])=[O:15])=[C:10]([CH3:11])[O:12][N:26]=1)[C:20]1[CH:21]=[CH:22][CH:23]=[CH:24][CH:25]=1. (2) Given the reactants Cl[C:2]1[CH:7]=[C:6]([Cl:8])[N:5]=[C:4]([CH:9]2[CH2:11][CH2:10]2)[N:3]=1.[CH3:12][O:13][CH2:14][CH2:15][N:16]1[CH2:21][C@@H:20]2[CH2:22][C@H:17]1[CH2:18][NH:19]2.C(=O)([O-])[O-].[K+].[K+], predict the reaction product. The product is: [Cl:8][C:6]1[N:5]=[C:4]([CH:9]2[CH2:11][CH2:10]2)[N:3]=[C:2]([N:19]2[CH2:18][C@@H:17]3[CH2:22][C@H:20]2[CH2:21][N:16]3[CH2:15][CH2:14][O:13][CH3:12])[CH:7]=1. (3) Given the reactants [Cl:1][C:2]1[CH:3]=[C:4]([C:9]2([C:24]([F:27])([F:26])[F:25])[O:13][N:12]=[C:11]([C:14]3[CH:22]=[CH:21][C:17]([C:18](O)=[O:19])=[C:16]([CH3:23])[CH:15]=3)[CH2:10]2)[CH:5]=[C:6]([Cl:8])[CH:7]=1.[NH2:28][CH2:29][C:30]1[CH:31]=[CH:32][C:33]2[CH2:37][O:36][B:35]([OH:38])[C:34]=2[CH:39]=1.ClC1C=C(C2(C(F)(F)F)ON=C(C3C=CC(C(NC4C=CC5COB(O)C=5C=4)=O)=C(C)C=3)C2)C=C(Cl)C=1, predict the reaction product. The product is: [Cl:1][C:2]1[CH:3]=[C:4]([C:9]2([C:24]([F:27])([F:25])[F:26])[O:13][N:12]=[C:11]([C:14]3[CH:22]=[CH:21][C:17]([C:18]([NH:28][CH2:29][C:30]4[CH:31]=[CH:32][C:33]5[CH2:37][O:36][B:35]([OH:38])[C:34]=5[CH:39]=4)=[O:19])=[C:16]([CH3:23])[CH:15]=3)[CH2:10]2)[CH:5]=[C:6]([Cl:8])[CH:7]=1.